From a dataset of P-glycoprotein inhibition data for predicting drug efflux from Broccatelli et al.. Regression/Classification. Given a drug SMILES string, predict its absorption, distribution, metabolism, or excretion properties. Task type varies by dataset: regression for continuous measurements (e.g., permeability, clearance, half-life) or binary classification for categorical outcomes (e.g., BBB penetration, CYP inhibition). Dataset: pgp_broccatelli. (1) The compound is COc1ccc(N(CCCC(=O)O)C(=O)c2ccc(Cl)cc2)cc1. The result is 0 (non-inhibitor). (2) The molecule is CNc1ccc(-c2[nH]c(-c3ccc(/C=C/C(=O)OC)cc3)nc2-c2ccc(N(C)C)cc2)cc1. The result is 1 (inhibitor). (3) The result is 0 (non-inhibitor). The compound is N#Cc1ccc2c(c1)N(CCCN1CCC(O)CC1)c1ccccc1S2. (4) The drug is CO[C@]12C[C@@H](COC(=O)c3cncc(Br)c3)CN(C)[C@@H]1Cc1cn(C)c3cccc2c13. The result is 1 (inhibitor). (5) The drug is C[C@H]1CC[C@@H]2COC3=C(C(=O)C4=C(C3=O)[C@H]3C[C@@H](C)CC[C@H]3C(C)(C)O4)[C@H]2C1. The result is 1 (inhibitor).